Dataset: Catalyst prediction with 721,799 reactions and 888 catalyst types from USPTO. Task: Predict which catalyst facilitates the given reaction. Reactant: [F:1][C:2]1[CH:3]=[N:4][C:5]([N:8]2[CH2:16][C@@H:15]3[C@@:10]([C:26]4[S:30][N:29]=[CH:28][CH:27]=4)([N:11]=[C:12]([NH:17]C(=O)C4C=CC=CC=4)[S:13][CH2:14]3)[CH2:9]2)=[N:6][CH:7]=1.[OH-].[Li+].Cl. Product: [F:1][C:2]1[CH:3]=[N:4][C:5]([N:8]2[CH2:16][C@@H:15]3[C@@:10]([C:26]4[S:30][N:29]=[CH:28][CH:27]=4)([N:11]=[C:12]([NH2:17])[S:13][CH2:14]3)[CH2:9]2)=[N:6][CH:7]=1. The catalyst class is: 24.